Dataset: Reaction yield outcomes from USPTO patents with 853,638 reactions. Task: Predict the reaction yield, written as a fraction of the theoretical maximum amount of product (1.0 means a 100% yield; for example, 0.34 means a 34% yield). (1) The reactants are [CH2:1]([O:3][C:4]([C:6]1[C:7]2[CH:15]=[N:14][NH:13][C:8]=2[N:9]=[C:10](O)[CH:11]=1)=[O:5])[CH3:2].P(Cl)(Cl)([Cl:18])=O. No catalyst specified. The product is [CH2:1]([O:3][C:4]([C:6]1[C:7]2[CH:15]=[N:14][NH:13][C:8]=2[N:9]=[C:10]([Cl:18])[CH:11]=1)=[O:5])[CH3:2]. The yield is 0.210. (2) The reactants are [CH:1]([C:4]1[CH:9]=[CH:8][CH:7]=[CH:6][C:5]=1[NH:10][C:11]([NH:13][C:14]([NH:16][CH:17]1[CH2:25][C:24]2[C:19](=[CH:20][CH:21]=[C:22]([C:26]3[N:30]=[CH:29][N:28]([C:31]4[CH:36]=[CH:35][C:34]([O:37][C:38]([F:41])([F:40])[F:39])=[CH:33][CH:32]=4)[N:27]=3)[CH:23]=2)[CH2:18]1)=[O:15])=[S:12])([CH3:3])[CH3:2].C(=O)([O-])[O-].[K+].[K+].Br[CH2:49][CH:50](Br)[CH3:51]. The catalyst is CC(=O)CC.O. The product is [CH:1]([C:4]1[CH:9]=[CH:8][CH:7]=[CH:6][C:5]=1[N:10]1[CH:50]([CH3:51])[CH2:49][S:12]/[C:11]/1=[N:13]\[C:14]([NH:16][CH:17]1[CH2:25][C:24]2[C:19](=[CH:20][CH:21]=[C:22]([C:26]3[N:30]=[CH:29][N:28]([C:31]4[CH:32]=[CH:33][C:34]([O:37][C:38]([F:41])([F:40])[F:39])=[CH:35][CH:36]=4)[N:27]=3)[CH:23]=2)[CH2:18]1)=[O:15])([CH3:3])[CH3:2]. The yield is 0.140.